Task: Predict the product of the given reaction.. Dataset: Forward reaction prediction with 1.9M reactions from USPTO patents (1976-2016) (1) Given the reactants [CH3:1][O:2][C:3](=[O:27])[C:4]([NH:19][C:20]([O:22][C:23]([CH3:26])([CH3:25])[CH3:24])=[O:21])=[CH:5][C:6]1[C:7]([NH:12][C:13](=[O:18])[C:14]([CH3:17])([CH3:16])[CH3:15])=[N:8][CH:9]=[CH:10][CH:11]=1, predict the reaction product. The product is: [CH3:1][O:2][C:3](=[O:27])[CH:4]([NH:19][C:20]([O:22][C:23]([CH3:26])([CH3:25])[CH3:24])=[O:21])[CH2:5][C:6]1[C:7]([NH:12][C:13](=[O:18])[C:14]([CH3:17])([CH3:16])[CH3:15])=[N:8][CH:9]=[CH:10][CH:11]=1. (2) Given the reactants [C:1]1([NH2:7])[CH:6]=[CH:5][CH:4]=[CH:3][CH:2]=1.P([O-])([O-])([O-])=O.[K+].[K+].[K+].[Br:16][CH:17]([CH2:21][CH2:22]Br)[C:18](Cl)=[O:19].[OH-].[Na+], predict the reaction product. The product is: [Br:16][CH:17]1[CH2:21][CH2:22][N:7]([C:1]2[CH:6]=[CH:5][CH:4]=[CH:3][CH:2]=2)[C:18]1=[O:19]. (3) Given the reactants Cl[C:2]1[CH:7]=[CH:6][N:5]=[C:4]2[N:8]([CH2:15][O:16][CH2:17][CH2:18][Si:19]([CH3:22])([CH3:21])[CH3:20])[CH:9]=[C:10]([C:11]([F:14])([F:13])[F:12])[C:3]=12.[F:23][C:24]1[CH:30]=[C:29]([N+:31]([O-:33])=[O:32])[CH:28]=[CH:27][C:25]=1[NH2:26].C1(P(C2CCCCC2)C2C=CC=CC=2C2C(C(C)C)=CC(C(C)C)=CC=2C(C)C)CCCCC1.C(=O)([O-])[O-].[K+].[K+], predict the reaction product. The product is: [F:23][C:24]1[CH:30]=[C:29]([N+:31]([O-:33])=[O:32])[CH:28]=[CH:27][C:25]=1[NH:26][C:2]1[C:3]2[C:10]([C:11]([F:14])([F:13])[F:12])=[CH:9][N:8]([CH2:15][O:16][CH2:17][CH2:18][Si:19]([CH3:22])([CH3:21])[CH3:20])[C:4]=2[N:5]=[CH:6][CH:7]=1. (4) Given the reactants [NH2:1][C:2]1[O:6][CH:5]([C:7]2[CH:12]=[CH:11][C:10]([Cl:13])=[CH:9][CH:8]=2)[C:4](=[O:14])[C:3]=1[OH:15].C([O-])([O-])=O.[K+].[K+].[CH3:22][S:23](Cl)(=[O:25])=[O:24], predict the reaction product. The product is: [OH:15][C:3]1[C:4]([OH:14])=[C:5]([C:7]2[CH:8]=[CH:9][C:10]([Cl:13])=[CH:11][CH:12]=2)[O:6][C:2]=1[NH:1][S:23]([CH3:22])(=[O:25])=[O:24]. (5) Given the reactants Cl[C:2]1[C:7]([CH2:8][CH:9]=O)=[C:6]([Cl:11])[N:5]=[CH:4][N:3]=1.[CH3:12][NH:13][NH2:14].C([O-])(=O)C.[Na+], predict the reaction product. The product is: [Cl:11][C:6]1[N:5]=[CH:4][N:3]=[C:2]2[N:13]([CH3:12])[N:14]=[CH:9][CH2:8][C:7]=12. (6) The product is: [CH2:5]([O:7][C:8](=[O:28])[CH2:9][C:10]1[CH:15]=[CH:14][C:13]([CH2:16][CH3:1])=[C:12]([O:17][C:18]2[CH:23]=[C:22]([C:24]#[N:25])[CH:21]=[C:20]([Cl:26])[CH:19]=2)[C:11]=1[F:27])[CH3:6]. Given the reactants [CH:1](F)(F)F.[CH2:5]([O:7][C:8](=[O:28])[CH2:9][C:10]1[CH:15]=[CH:14][C:13]([CH3:16])=[C:12]([O:17][C:18]2[CH:23]=[C:22]([C:24]#[N:25])[CH:21]=[C:20]([Cl:26])[CH:19]=2)[C:11]=1[F:27])[CH3:6].C([Zn]CC)C, predict the reaction product. (7) Given the reactants [CH3:1][C:2]1[CH:7]=[C:6]([CH3:8])[NH:5][C:4](=[O:9])[C:3]=1[CH2:10][NH:11][C:12](=[O:24])[C:13]1[CH:18]=[CH:17][CH:16]=[C:15](F)[C:14]=1[C:20]([F:23])([F:22])[F:21].[CH2:25]([NH2:32])[C:26]1[CH:31]=[CH:30][CH:29]=[CH:28][CH:27]=1, predict the reaction product. The product is: [CH2:25]([NH:32][C:15]1[C:14]([C:20]([F:23])([F:22])[F:21])=[C:13]([CH:18]=[CH:17][CH:16]=1)[C:12]([NH:11][CH2:10][C:3]1[C:4](=[O:9])[NH:5][C:6]([CH3:8])=[CH:7][C:2]=1[CH3:1])=[O:24])[C:26]1[CH:31]=[CH:30][CH:29]=[CH:28][CH:27]=1.